This data is from Full USPTO retrosynthesis dataset with 1.9M reactions from patents (1976-2016). The task is: Predict the reactants needed to synthesize the given product. (1) Given the product [C:1]([O:4][CH:5]1[C@@H:9]([O:10][C:11](=[O:13])[CH3:12])[C@H:8]([N:14]2[C:18]3[N:19]=[CH:20][N:21]=[C:22]([NH:23][CH2:24][C:25]#[CH:26])[C:17]=3[C:16]([C:29]#[N:30])=[CH:15]2)[O:7][CH:6]1[CH2:31][O:32][C:33](=[O:35])[CH3:34])(=[O:3])[CH3:2], predict the reactants needed to synthesize it. The reactants are: [C:1]([O:4][CH:5]1[C@@H:9]([O:10][C:11](=[O:13])[CH3:12])[C@H:8]([N:14]2[C:18]3[N:19]=[CH:20][N:21]=[C:22]([NH:23][CH2:24][CH:25]=[C:26](C)C)[C:17]=3[C:16]([C:29]#[N:30])=[CH:15]2)[O:7][CH:6]1[CH2:31][O:32][C:33](=[O:35])[CH3:34])(=[O:3])[CH3:2].C(N)CC(C)C.C(N)C#C.Cl.CC(C)=CCN. (2) Given the product [CH2:12]([O:1][C:2]1[CH:9]=[CH:8][C:5]([CH:6]=[O:7])=[C:4]([O:10][CH3:11])[CH:3]=1)[C:13]1[CH:18]=[CH:17][CH:16]=[CH:15][CH:14]=1, predict the reactants needed to synthesize it. The reactants are: [OH:1][C:2]1[CH:9]=[CH:8][C:5]([CH:6]=[O:7])=[C:4]([O:10][CH3:11])[CH:3]=1.[CH2:12](Br)[C:13]1[CH:18]=[CH:17][CH:16]=[CH:15][CH:14]=1.C(=O)([O-])[O-].[K+].[K+]. (3) Given the product [CH:57]([C:60]1[CH:66]=[CH:65][C:63]([NH:64][C:27]([C:26]2[CH:25]=[C:24]([CH:32]=[CH:31][CH:30]=2)[O:23][C:21]2[CH:20]=[CH:19][N:18]=[C:17]3[N:16]([CH2:33][C:34]4[CH:39]=[CH:38][C:37]([O:40][CH3:41])=[CH:36][CH:35]=4)[N:15]=[C:14]([NH:13][C@@H:10]4[CH2:11][CH2:12][N:8]([C:6]([O:5][C:1]([CH3:3])([CH3:4])[CH3:2])=[O:7])[CH2:9]4)[C:22]=23)=[O:28])=[CH:62][C:61]=1[CH3:67])([CH3:59])[CH3:58], predict the reactants needed to synthesize it. The reactants are: [C:1]([O:5][C:6]([N:8]1[CH2:12][CH2:11][C@@H:10]([NH:13][C:14]2[C:22]3[C:17](=[N:18][CH:19]=[CH:20][C:21]=3[O:23][C:24]3[CH:25]=[C:26]([CH:30]=[CH:31][CH:32]=3)[C:27](O)=[O:28])[N:16]([CH2:33][C:34]3[CH:39]=[CH:38][C:37]([O:40][CH3:41])=[CH:36][CH:35]=3)[N:15]=2)[CH2:9]1)=[O:7])([CH3:4])([CH3:3])[CH3:2].C(Cl)CCl.C1C=CC2N(O)N=NC=2C=1.O.[CH:57]([C:60]1[CH:66]=[CH:65][C:63]([NH2:64])=[CH:62][C:61]=1[CH3:67])([CH3:59])[CH3:58]. (4) Given the product [F:1][C:2]1[C:30]([F:31])=[CH:29][CH:28]=[CH:27][C:3]=1[CH2:4][N:5]1[CH:6]=[C:7]([C:12]2[C:20]3[C:15](=[CH:16][CH:17]=[C:18]([F:21])[CH:19]=3)[N:14]([CH2:22][CH2:23][OH:24])[C:13]=2[CH3:26])[CH:8]=[CH:9][C:10]1=[O:11], predict the reactants needed to synthesize it. The reactants are: [F:1][C:2]1[C:30]([F:31])=[CH:29][CH:28]=[CH:27][C:3]=1[CH2:4][N:5]1[C:10](=[O:11])[CH:9]=[CH:8][C:7]([C:12]2[C:20]3[C:15](=[CH:16][CH:17]=[C:18]([F:21])[CH:19]=3)[N:14]([CH2:22][C:23](O)=[O:24])[C:13]=2[CH3:26])=[CH:6]1. (5) Given the product [CH2:26]([N:16]1[CH2:17][CH2:18][CH2:19][C:13]2[CH:12]=[C:11]([O:10][CH2:9][CH2:8][CH2:7][N:1]3[CH2:2][CH2:3][CH2:4][CH2:5][CH2:6]3)[CH:21]=[CH:20][C:14]=2[CH2:15]1)[C:27]1[CH:32]=[CH:31][CH:30]=[CH:29][CH:28]=1, predict the reactants needed to synthesize it. The reactants are: [N:1]1([CH2:7][CH2:8][CH2:9][O:10][C:11]2[CH:21]=[CH:20][C:14]3[CH2:15][NH:16][CH2:17][CH2:18][CH2:19][C:13]=3[CH:12]=2)[CH2:6][CH2:5][CH2:4][CH2:3][CH2:2]1.C(O)(=O)C.[CH:26](=O)[C:27]1[CH:32]=[CH:31][CH:30]=[CH:29][CH:28]=1.C(O[BH-](OC(=O)C)OC(=O)C)(=O)C.[Na+].